This data is from Full USPTO retrosynthesis dataset with 1.9M reactions from patents (1976-2016). The task is: Predict the reactants needed to synthesize the given product. (1) Given the product [C:66]([O:69][C:70]([N:72]1[CH2:77][CH2:76][CH:75]([NH:78][C:27](=[O:28])[C:26]2[CH:30]=[CH:31][C:23]([NH:22][C:20]3[N:19]=[CH:18][C:9]4[N:10]([CH3:17])[C:11](=[O:16])[C:12]([F:14])([F:15])[CH2:13][N:7]([CH:1]5[CH2:2][CH2:3][CH2:4][CH2:5][CH2:6]5)[C:8]=4[N:21]=3)=[C:24]([O:32][CH3:33])[CH:25]=2)[CH2:74][CH2:73]1)=[O:71])([CH3:68])([CH3:65])[CH3:67], predict the reactants needed to synthesize it. The reactants are: [CH:1]1([N:7]2[CH2:13][C:12]([F:15])([F:14])[C:11](=[O:16])[N:10]([CH3:17])[C:9]3[CH:18]=[N:19][C:20]([NH:22][C:23]4[CH:31]=[CH:30][C:26]([C:27](O)=[O:28])=[CH:25][C:24]=4[O:32][CH3:33])=[N:21][C:8]2=3)[CH2:6][CH2:5][CH2:4][CH2:3][CH2:2]1.C(N(CC)CC)C.F[P-](F)(F)(F)(F)F.CN(C(N(C)C)=[N+]1C2C(=NC=CC=2)[N+]([O-])=N1)C.[CH3:65][C:66]([O:69][C:70]([N:72]1[CH2:77][CH2:76][CH:75]([NH2:78])[CH2:74][CH2:73]1)=[O:71])([CH3:68])[CH3:67]. (2) Given the product [C:1]([N:5]1[CH2:10][CH2:9][CH:8]([S:11]([C:12]2[CH:13]=[CH:14][C:15]3[O:24][CH2:23][CH2:22][N:21]4[CH:20]=[C:19]([C:25]5[N:26]([CH:30]([CH3:31])[CH3:32])[N:27]=[CH:28][N:29]=5)[N:18]=[C:17]4[C:16]=3[CH:33]=2)=[O:35])[CH2:7][CH2:6]1)([CH3:4])([CH3:2])[CH3:3], predict the reactants needed to synthesize it. The reactants are: [C:1]([N:5]1[CH2:10][CH2:9][CH:8]([S:11][C:12]2[CH:13]=[CH:14][C:15]3[O:24][CH2:23][CH2:22][N:21]4[C:17](=[N:18][C:19]([C:25]5[N:26]([CH:30]([CH3:32])[CH3:31])[N:27]=[CH:28][N:29]=5)=[CH:20]4)[C:16]=3[CH:33]=2)[CH2:7][CH2:6]1)([CH3:4])([CH3:3])[CH3:2].C(O)(C(F)(F)F)=[O:35].C1C=C(Cl)C=C(C(OO)=O)C=1. (3) Given the product [C:8]([O:7][C:5]([CH2:4][CH2:3][CH2:2][C:13](=[O:18])[C:14]([O:16][CH3:17])=[O:15])=[O:6])([CH3:11])([CH3:10])[CH3:9], predict the reactants needed to synthesize it. The reactants are: Br[CH2:2][CH2:3][CH2:4][C:5]([O:7][C:8]([CH3:11])([CH3:10])[CH3:9])=[O:6].Cl[C:13](=[O:18])[C:14]([O:16][CH3:17])=[O:15].C(OC(CCCCCC(=O)C(OC)=O)=O)(C)(C)C. (4) Given the product [F:1][C:2]1[CH:7]=[C:6]([C:8]2[N:13]=[CH:12][C:11]3[C:14]([I:17])=[N:15][N:16]([CH:25]4[CH2:26][CH2:27][CH2:28][CH2:29][O:24]4)[C:10]=3[CH:9]=2)[C:5]([CH2:18][C:19]([F:20])([F:22])[F:21])=[CH:4][C:3]=1[OH:23], predict the reactants needed to synthesize it. The reactants are: [F:1][C:2]1[CH:7]=[C:6]([C:8]2[N:13]=[CH:12][C:11]3[C:14]([I:17])=[N:15][NH:16][C:10]=3[CH:9]=2)[C:5]([CH2:18][C:19]([F:22])([F:21])[F:20])=[CH:4][C:3]=1[OH:23].[O:24]1[CH:29]=[CH:28][CH2:27][CH2:26][CH2:25]1.CC1C=CC(S(O)(=O)=O)=CC=1. (5) Given the product [ClH:2].[Cl:2][CH2:3][CH2:4][CH:5]([C:17]1[CH:22]=[CH:21][CH:20]=[CH:19][CH:18]=1)[C:6]([NH:8][NH2:9])=[O:7], predict the reactants needed to synthesize it. The reactants are: Cl.[Cl:2][CH2:3][CH2:4][CH:5]([C:17]1[CH:22]=[CH:21][CH:20]=[CH:19][CH:18]=1)[C:6]([NH:8][NH:9]C(OC(C)(C)C)=O)=[O:7]. (6) The reactants are: Cl[C:2]1[CH:11]=[CH:10][C:9]2[C:8]([C:12]([NH:14][CH2:15][C:16]34[CH2:25][CH:20]5[CH2:21][CH:22]([CH2:24][CH:18]([CH2:19]5)[CH2:17]3)[CH2:23]4)=[O:13])=[C:7]([Cl:26])[CH:6]=[CH:5][C:4]=2[N:3]=1.[NH:27]1[CH2:32][CH2:31][CH2:30][C@H:29]([NH2:33])[CH2:28]1.C(=O)([O-])O.[Na+]. Given the product [NH2:33][C@H:29]1[CH2:30][CH2:31][CH2:32][N:27]([C:2]2[CH:11]=[CH:10][C:9]3[C:8]([C:12]([NH:14][CH2:15][C:16]45[CH2:25][CH:20]6[CH2:21][CH:22]([CH2:24][CH:18]([CH2:19]6)[CH2:17]4)[CH2:23]5)=[O:13])=[C:7]([Cl:26])[CH:6]=[CH:5][C:4]=3[N:3]=2)[CH2:28]1, predict the reactants needed to synthesize it. (7) Given the product [Cl:1][C:2]1[CH:7]=[CH:6][N:5]=[C:4]2[C:8]([C:11]([NH:13][C@H:14]3[CH2:19][CH2:18][CH2:17][CH2:16][C@@H:15]3[OH:20])=[O:12])=[CH:9][N:10]([CH2:22][C:23]3[CH:28]=[CH:27][C:26]([O:29][CH3:30])=[CH:25][CH:24]=3)[C:3]=12, predict the reactants needed to synthesize it. The reactants are: [Cl:1][C:2]1[CH:7]=[CH:6][N:5]=[C:4]2[C:8]([C:11]([NH:13][C@H:14]3[CH2:19][CH2:18][CH2:17][CH2:16][C@@H:15]3[OH:20])=[O:12])=[CH:9][NH:10][C:3]=12.Br[CH2:22][C:23]1[CH:28]=[CH:27][C:26]([O:29][CH3:30])=[CH:25][CH:24]=1.C(=O)([O-])[O-].[Cs+].[Cs+]. (8) Given the product [OH:37][CH2:36][CH2:38][NH:39][C:4]([C:6]1[C:7]2[S:15][CH:14]=[C:13]([CH2:16][O:17][C:18]3[CH:23]=[C:22]([NH:24][C:25](=[O:34])[C:26]4[CH:31]=[CH:30][C:29]([NH:39][CH2:38][CH2:36][OH:37])=[C:28]([Cl:33])[CH:27]=4)[CH:21]=[CH:20][C:19]=3[CH3:35])[C:8]=2[C:9]([NH2:12])=[N:10][CH:11]=1)=[O:5], predict the reactants needed to synthesize it. The reactants are: C(O[C:4]([C:6]1[C:7]2[S:15][CH:14]=[C:13]([CH2:16][O:17][C:18]3[CH:23]=[C:22]([NH:24][C:25](=[O:34])[C:26]4[CH:31]=[CH:30][C:29](F)=[C:28]([Cl:33])[CH:27]=4)[CH:21]=[CH:20][C:19]=3[CH3:35])[C:8]=2[C:9]([NH2:12])=[N:10][CH:11]=1)=[O:5])C.[CH2:36]([CH2:38][NH2:39])[OH:37]. (9) Given the product [OH:14][C:5]1[CH:6]=[CH:7][C:8]2[C:9](=[O:13])[CH2:10][O:11][C:12]=2[C:4]=1[CH:1]([N:29]1[CH2:28][CH2:27][N:26]([C:19]([O:21][C:22]([CH3:25])([CH3:24])[CH3:23])=[O:20])[CH2:31][CH2:30]1)[CH3:2], predict the reactants needed to synthesize it. The reactants are: [C:1]([C:4]1[C:12]2[O:11][CH2:10][C:9](=[O:13])[C:8]=2[CH:7]=[CH:6][C:5]=1[OH:14])(=O)[CH3:2].C(O)(=O)C.[C:19]([N:26]1[CH2:31][CH2:30][NH:29][CH2:28][CH2:27]1)([O:21][C:22]([CH3:25])([CH3:24])[CH3:23])=[O:20].C(O[BH-](OC(=O)C)OC(=O)C)(=O)C.[Na+].